Dataset: Forward reaction prediction with 1.9M reactions from USPTO patents (1976-2016). Task: Predict the product of the given reaction. (1) Given the reactants [C:1]([C:3]1[NH:20][C:6]2[CH:7]([C:14]([O:16][CH:17]([CH3:19])[CH3:18])=[O:15])[CH2:8][NH:9][CH2:10][C:11]([CH3:13])([CH3:12])[C:5]=2[CH:4]=1)#[N:2].[CH:21]1([C:27](Cl)=[O:28])[CH2:26][CH2:25][CH2:24][CH2:23][CH2:22]1, predict the reaction product. The product is: [C:1]([C:3]1[NH:20][C:6]2[CH:7]([C:14]([O:16][CH:17]([CH3:18])[CH3:19])=[O:15])[CH2:8][N:9]([C:27]([CH:21]3[CH2:26][CH2:25][CH2:24][CH2:23][CH2:22]3)=[O:28])[CH2:10][C:11]([CH3:13])([CH3:12])[C:5]=2[CH:4]=1)#[N:2]. (2) Given the reactants [OH:1][C:2]1[C:11]([CH:12]=[O:13])=[C:10]([N+:14]([O-:16])=[O:15])[CH:9]=[C:8]2[C:3]=1[CH:4]=[CH:5][C:6]([CH3:18])([CH3:17])[O:7]2.[C:19]([O-])([O-])=O.[K+].[K+].CI, predict the reaction product. The product is: [CH3:19][O:1][C:2]1[C:11]([CH:12]=[O:13])=[C:10]([N+:14]([O-:16])=[O:15])[CH:9]=[C:8]2[C:3]=1[CH:4]=[CH:5][C:6]([CH3:18])([CH3:17])[O:7]2. (3) Given the reactants [Br:1][C:2]1[N:3]=[C:4]([C:18]2([CH3:21])[CH2:20][CH2:19]2)[NH:5][C:6]=1[C:7]1[CH:12]=[CH:11][N:10]=[C:9]([NH:13][CH2:14][C@@H:15]([NH2:17])[CH3:16])[N:8]=1.C([O-])(O)=O.[Na+].C1COCC1.Cl[C:33]([O:35][CH3:36])=[O:34], predict the reaction product. The product is: [Br:1][C:2]1[N:3]=[C:4]([C:18]2([CH3:21])[CH2:20][CH2:19]2)[NH:5][C:6]=1[C:7]1[CH:12]=[CH:11][N:10]=[C:9]([NH:13][CH2:14][C@@H:15]([NH:17][C:33](=[O:34])[O:35][CH3:36])[CH3:16])[N:8]=1. (4) The product is: [O:1]([N:2]1[C:10](=[O:11])[C:9]2[C:4](=[CH:5][CH:6]=[CH:7][CH:8]=2)[C:3]1=[O:12])[C:13]1[CH:18]=[CH:17][CH:16]=[CH:15][CH:14]=1. Given the reactants [OH:1][N:2]1[C:10](=[O:11])[C:9]2[C:4](=[CH:5][CH:6]=[CH:7][CH:8]=2)[C:3]1=[O:12].[C:13]1(B(O)O)[CH:18]=[CH:17][CH:16]=[CH:15][CH:14]=1.N1C=CC=CC=1, predict the reaction product. (5) Given the reactants [CH:1]([C:4]1[CH:9]=[CH:8][CH:7]=[CH:6][C:5]=1[OH:10])([CH3:3])[CH3:2].[N+:11]([O-])([OH:13])=[O:12].O, predict the reaction product. The product is: [CH:1]([C:4]1[CH:9]=[C:8]([N+:11]([O-:13])=[O:12])[CH:7]=[CH:6][C:5]=1[OH:10])([CH3:3])[CH3:2]. (6) Given the reactants CC1C=CC(S(O[CH2:12][C@@H:13]2[O:28][C:17]3=[C:18]4[C:23](=[CH:24][CH:25]=[C:16]3[O:15][CH2:14]2)[N:22]=[C:21]([CH3:26])[C:20]([CH3:27])=[N:19]4)(=O)=O)=CC=1.[F:29][C:30]1[CH:31]=[C:32]2[C:36](=[CH:37][CH:38]=1)[NH:35][CH:34]=[C:33]2[C:39]1[CH2:40][CH2:41][NH:42][CH2:43][CH:44]=1, predict the reaction product. The product is: [F:29][C:30]1[CH:31]=[C:32]2[C:36](=[CH:37][CH:38]=1)[NH:35][CH:34]=[C:33]2[C:39]1[CH2:40][CH2:41][N:42]([CH2:12][CH:13]2[O:28][C:17]3=[C:18]4[C:23](=[CH:24][CH:25]=[C:16]3[O:15][CH2:14]2)[N:22]=[C:21]([CH3:26])[C:20]([CH3:27])=[N:19]4)[CH2:43][CH:44]=1. (7) Given the reactants Br[CH2:2][C:3]1[CH:4]=[C:5]([CH:10]=[CH:11][CH:12]=1)[C:6]([O:8][CH3:9])=[O:7].[OH:13][C:14]1[CH:21]=[CH:20][C:17]([C:18]#[N:19])=[CH:16][CH:15]=1.C(=O)([O-])[O-].[K+].[K+], predict the reaction product. The product is: [C:18]([C:17]1[CH:20]=[CH:21][C:14]([O:13][CH2:2][C:3]2[CH:4]=[C:5]([CH:10]=[CH:11][CH:12]=2)[C:6]([O:8][CH3:9])=[O:7])=[CH:15][CH:16]=1)#[N:19].